The task is: Predict the reaction yield, written as a fraction of the theoretical maximum amount of product (1.0 means a 100% yield; for example, 0.34 means a 34% yield).. This data is from Reaction yield outcomes from USPTO patents with 853,638 reactions. (1) The reactants are [OH:1][C@H:2]([C:36]1[CH:45]=[CH:44][C:43]([OH:46])=[C:42]2[C:37]=1[CH:38]=[CH:39][C:40](=[O:47])[NH:41]2)[CH2:3][NH:4][CH2:5][CH2:6][CH2:7][CH2:8][CH2:9][CH2:10][CH2:11][CH2:12][CH2:13][N:14]1[CH2:19][CH2:18][CH:17]([O:20][C:21](=[O:35])[NH:22][C:23]2[CH:28]=[CH:27][CH:26]=[CH:25][C:24]=2[C:29]2[CH:34]=[CH:33][CH:32]=[CH:31][CH:30]=2)[CH2:16][CH2:15]1.[C:48]1([S:62]([OH:65])(=[O:64])=[O:63])[C:57]2[CH:56]=[CH:55][CH:54]=[C:53]([S:58]([OH:61])(=[O:60])=[O:59])[C:52]=2[CH:51]=[CH:50][CH:49]=1. The catalyst is CO. The product is [C:48]1([S:62]([OH:65])(=[O:64])=[O:63])[C:57]2[CH:56]=[CH:55][CH:54]=[C:53]([S:58]([OH:61])(=[O:60])=[O:59])[C:52]=2[CH:51]=[CH:50][CH:49]=1.[OH:1][C@H:2]([C:36]1[CH:45]=[CH:44][C:43]([OH:46])=[C:42]2[C:37]=1[CH:38]=[CH:39][C:40](=[O:47])[NH:41]2)[CH2:3][NH:4][CH2:5][CH2:6][CH2:7][CH2:8][CH2:9][CH2:10][CH2:11][CH2:12][CH2:13][N:14]1[CH2:15][CH2:16][CH:17]([O:20][C:21](=[O:35])[NH:22][C:23]2[CH:28]=[CH:27][CH:26]=[CH:25][C:24]=2[C:29]2[CH:30]=[CH:31][CH:32]=[CH:33][CH:34]=2)[CH2:18][CH2:19]1. The yield is 0.800. (2) The reactants are Br[C:2]1[C:10]2[C:5](=[CH:6][CH:7]=[C:8]([C:11]#[N:12])[CH:9]=2)[N:4]([CH:13]2[CH2:18][CH2:17][CH2:16][CH2:15][O:14]2)[N:3]=1.[OH:19][C:20]1[CH:21]=[C:22](B(O)O)[CH:23]=[CH:24][CH:25]=1.[O-]P([O-])([O-])=O.[K+].[K+].[K+]. The catalyst is COCCOC.CCOC(C)=O.C1C=CC(P(C2C=CC=CC=2)[C-]2C=CC=C2)=CC=1.C1C=CC(P(C2C=CC=CC=2)[C-]2C=CC=C2)=CC=1.Cl[Pd]Cl.[Fe+2]. The product is [OH:19][C:20]1[CH:25]=[C:24]([C:2]2[C:10]3[C:5](=[CH:6][CH:7]=[C:8]([C:11]#[N:12])[CH:9]=3)[N:4]([CH:13]3[CH2:18][CH2:17][CH2:16][CH2:15][O:14]3)[N:3]=2)[CH:23]=[CH:22][CH:21]=1. The yield is 0.740. (3) The reactants are [C:1]([C:4]1[C:5]([OH:15])=[CH:6][C:7]([OH:14])=[C:8]([CH:13]=1)[C:9]([O:11][CH3:12])=[O:10])(=[O:3])[CH3:2].C(=O)([O-])[O-].[K+].[K+].[CH2:22](Br)[C:23]1[CH:28]=[CH:27][CH:26]=[CH:25][CH:24]=1. The catalyst is C(#N)C. The product is [C:1]([C:4]1[C:5]([O:15][CH2:1][C:4]2[CH:5]=[CH:6][CH:7]=[CH:8][CH:13]=2)=[CH:6][C:7]([O:14][CH2:22][C:23]2[CH:28]=[CH:27][CH:26]=[CH:25][CH:24]=2)=[C:8]([CH:13]=1)[C:9]([O:11][CH3:12])=[O:10])(=[O:3])[CH3:2]. The yield is 0.710. (4) The reactants are [CH2:1]([O:3][CH:4]([O:23][CH2:24]C)[C:5]1[CH:22]=[CH:21][C:8](/[CH:9]=[N:10]/[C:11]2[CH:19]=[CH:18][CH:17]=C3C=2COC3=O)=[CH:7][CH:6]=1)C.[CH:26](=O)[C:27]1[CH:32]=[CH:31][CH:30]=[CH:29][CH:28]=1.[CH3:34][O-:35].[Na+].[C:37]([O:41][CH2:42]C)(=[O:40])[CH2:38][CH3:39]. No catalyst specified. The product is [CH3:24][O:23][CH:4]([O:3][CH3:1])[C:5]1[CH:6]=[CH:7][C:8]([CH:9]2[CH:26]([C:27]3[CH:32]=[CH:31][CH:30]=[CH:29][CH:28]=3)[C:34](=[O:35])[C:39]3[C:38]([C:37]([O:41][CH3:42])=[O:40])=[CH:17][CH:18]=[CH:19][C:11]=3[NH:10]2)=[CH:21][CH:22]=1. The yield is 0.220. (5) The reactants are [NH2:1][CH2:2][CH2:3][N:4]1[C:12]2[CH2:11][CH2:10][CH2:9][CH2:8][C:7]=2[CH:6]=[C:5]1[C:13]([O:15]CC)=O.[O-]CC.[Na+]. The catalyst is C(O)C. The product is [C:13]1(=[O:15])[C:5]2=[CH:6][C:7]3[CH2:8][CH2:9][CH2:10][CH2:11][C:12]=3[N:4]2[CH2:3][CH2:2][NH:1]1. The yield is 0.420. (6) The reactants are [O:1]=[C:2]1[NH:6][C@H:5]([C:7]([O:9][CH3:10])=[O:8])[CH2:4][CH2:3]1.[C:11](O[C:11]([O:13][C:14]([CH3:17])([CH3:16])[CH3:15])=[O:12])([O:13][C:14]([CH3:17])([CH3:16])[CH3:15])=[O:12]. The catalyst is C(Cl)Cl.CN(C1C=CN=CC=1)C. The product is [O:1]=[C:2]1[N:6]([C:11]([O:13][C:14]([CH3:17])([CH3:16])[CH3:15])=[O:12])[C@H:5]([C:7]([O:9][CH3:10])=[O:8])[CH2:4][CH2:3]1. The yield is 0.960.